From a dataset of NCI-60 drug combinations with 297,098 pairs across 59 cell lines. Regression. Given two drug SMILES strings and cell line genomic features, predict the synergy score measuring deviation from expected non-interaction effect. (1) Drug 1: C1=CN(C=N1)CC(O)(P(=O)(O)O)P(=O)(O)O. Drug 2: C(=O)(N)NO. Cell line: OVCAR3. Synergy scores: CSS=1.54, Synergy_ZIP=0.874, Synergy_Bliss=3.85, Synergy_Loewe=-0.274, Synergy_HSA=0.397. (2) Drug 1: COC1=NC(=NC2=C1N=CN2C3C(C(C(O3)CO)O)O)N. Drug 2: CN(C(=O)NC(C=O)C(C(C(CO)O)O)O)N=O. Cell line: COLO 205. Synergy scores: CSS=10.6, Synergy_ZIP=2.95, Synergy_Bliss=6.51, Synergy_Loewe=-33.6, Synergy_HSA=0.952. (3) Drug 1: C1CN1P(=S)(N2CC2)N3CC3. Drug 2: C(CCl)NC(=O)N(CCCl)N=O. Cell line: SN12C. Synergy scores: CSS=26.6, Synergy_ZIP=-8.85, Synergy_Bliss=-2.49, Synergy_Loewe=-19.5, Synergy_HSA=-0.822. (4) Drug 1: C1=CC(=CC=C1CCC2=CNC3=C2C(=O)NC(=N3)N)C(=O)NC(CCC(=O)O)C(=O)O. Drug 2: C1C(C(OC1N2C=NC3=C2NC=NCC3O)CO)O. Cell line: HT29. Synergy scores: CSS=38.0, Synergy_ZIP=1.15, Synergy_Bliss=0.0106, Synergy_Loewe=-24.0, Synergy_HSA=-1.31. (5) Drug 1: CC1C(C(=O)NC(C(=O)N2CCCC2C(=O)N(CC(=O)N(C(C(=O)O1)C(C)C)C)C)C(C)C)NC(=O)C3=C4C(=C(C=C3)C)OC5=C(C(=O)C(=C(C5=N4)C(=O)NC6C(OC(=O)C(N(C(=O)CN(C(=O)C7CCCN7C(=O)C(NC6=O)C(C)C)C)C)C(C)C)C)N)C. Drug 2: C1CC(C1)(C(=O)O)C(=O)O.[NH2-].[NH2-].[Pt+2]. Cell line: MALME-3M. Synergy scores: CSS=10.9, Synergy_ZIP=-6.57, Synergy_Bliss=-9.13, Synergy_Loewe=-7.63, Synergy_HSA=-7.16. (6) Drug 1: CC1=CC2C(CCC3(C2CCC3(C(=O)C)OC(=O)C)C)C4(C1=CC(=O)CC4)C. Drug 2: C1C(C(OC1N2C=NC(=NC2=O)N)CO)O. Cell line: NCI-H460. Synergy scores: CSS=5.25, Synergy_ZIP=-2.43, Synergy_Bliss=-2.16, Synergy_Loewe=-6.65, Synergy_HSA=-2.23.